From a dataset of NCI-60 drug combinations with 297,098 pairs across 59 cell lines. Regression. Given two drug SMILES strings and cell line genomic features, predict the synergy score measuring deviation from expected non-interaction effect. Drug 1: C1CN1C2=NC(=NC(=N2)N3CC3)N4CC4. Drug 2: CN(CCCl)CCCl.Cl. Cell line: COLO 205. Synergy scores: CSS=41.1, Synergy_ZIP=-8.10, Synergy_Bliss=-9.81, Synergy_Loewe=-3.50, Synergy_HSA=-1.66.